Dataset: Full USPTO retrosynthesis dataset with 1.9M reactions from patents (1976-2016). Task: Predict the reactants needed to synthesize the given product. (1) Given the product [CH2:7]([CH:9]1[O:14][CH:13]([C:15]2[CH:20]=[CH:19][CH:18]=[C:17]([O:21][CH3:22])[CH:16]=2)[CH2:12][N:11]([CH2:23][CH2:24][CH3:25])[CH2:10]1)[CH3:8], predict the reactants needed to synthesize it. The reactants are: B.O1CCCC1.[CH2:7]([CH:9]1[O:14][CH:13]([C:15]2[CH:20]=[CH:19][CH:18]=[C:17]([O:21][CH3:22])[CH:16]=2)[CH2:12][N:11]([CH2:23][CH2:24][CH3:25])[C:10]1=O)[CH3:8]. (2) Given the product [OH:42][C:37]([CH3:41])([CH3:36])[CH2:38][CH2:39][O:1][C:2]1[CH:7]=[CH:6][C:5]([C:8]2[C:12]3[CH:13]=[C:14]([O:17][CH2:18][C:19]4[CH:24]=[CH:23][C:22]([C@@H:25]([C:32]#[C:33][CH3:34])[CH2:26][C:27]([O:29][CH2:30][CH3:31])=[O:28])=[CH:21][CH:20]=4)[CH:15]=[CH:16][C:11]=3[S:10][CH:9]=2)=[C:4]([CH3:35])[CH:3]=1, predict the reactants needed to synthesize it. The reactants are: [OH:1][C:2]1[CH:7]=[CH:6][C:5]([C:8]2[C:12]3[CH:13]=[C:14]([O:17][CH2:18][C:19]4[CH:24]=[CH:23][C:22]([C@@H:25]([C:32]#[C:33][CH3:34])[CH2:26][C:27]([O:29][CH2:30][CH3:31])=[O:28])=[CH:21][CH:20]=4)[CH:15]=[CH:16][C:11]=3[S:10][CH:9]=2)=[C:4]([CH3:35])[CH:3]=1.[CH3:36][C:37]([OH:42])([CH3:41])[CH2:38][CH2:39]O.C1COCC1. (3) Given the product [Cl:15][C:12]1[CH:13]=[CH:14][C:9]([C:5]2[O:6][C:7]([CH3:8])=[C:3]([CH2:2][N:16]3[CH2:21][CH2:20][CH:19]([C:22]([O:24][CH2:25][CH3:26])=[O:23])[CH2:18][CH2:17]3)[N:4]=2)=[CH:10][CH:11]=1, predict the reactants needed to synthesize it. The reactants are: Cl[CH2:2][C:3]1[N:4]=[C:5]([C:9]2[CH:14]=[CH:13][C:12]([Cl:15])=[CH:11][CH:10]=2)[O:6][C:7]=1[CH3:8].[NH:16]1[CH2:21][CH2:20][CH:19]([C:22]([O:24][CH2:25][CH3:26])=[O:23])[CH2:18][CH2:17]1.C([O-])([O-])=O.[K+].[K+]. (4) Given the product [Cl:36][C:37]1[CH:44]=[CH:43][CH:42]=[C:41]([Cl:45])[C:38]=1[CH2:39][C:2]1[CH:3]=[C:4]([NH:13][C:14]2[CH:19]=[CH:18][C:17]([CH:20]3[CH2:21][CH2:22][N:23]([C:26]([O:28][C:29]([CH3:31])([CH3:30])[CH3:32])=[O:27])[CH2:24][CH2:25]3)=[CH:16][C:15]=2[O:33][CH3:34])[C:5]2[C:10](=[O:11])[NH:9][N:8]=[CH:7][C:6]=2[N:12]=1, predict the reactants needed to synthesize it. The reactants are: Cl[C:2]1[CH:3]=[C:4]([NH:13][C:14]2[CH:19]=[CH:18][C:17]([CH:20]3[CH2:25][CH2:24][N:23]([C:26]([O:28][C:29]([CH3:32])([CH3:31])[CH3:30])=[O:27])[CH2:22][CH2:21]3)=[CH:16][C:15]=2[O:33][CH3:34])[C:5]2[C:10](=[O:11])[NH:9][N:8]=[CH:7][C:6]=2[N:12]=1.[Br-].[Cl:36][C:37]1[CH:44]=[CH:43][CH:42]=[C:41]([Cl:45])[C:38]=1[CH2:39][Zn+]. (5) Given the product [N:3]1[C:4]2[N:5]([C:8]3[CH:14]=[CH:13][CH:12]=[CH:11][C:9]=3[N:10]=2)[CH:6]=[CH:7][C:2]=1[N:16]([CH3:15])[CH2:17][CH2:18][CH2:19][OH:20], predict the reactants needed to synthesize it. The reactants are: Br[C:2]1[CH:7]=[CH:6][N:5]2[C:8]3[CH:14]=[CH:13][CH:12]=[CH:11][C:9]=3[N:10]=[C:4]2[N:3]=1.[CH3:15][NH:16][CH2:17][CH2:18][CH2:19][OH:20].C(N(CC)C(C)C)(C)C. (6) Given the product [CH2:1]([O:3][C:4]([C:6]1[CH:7]=[N:8][C:9]2[C:14]([C:15]=1[Cl:21])=[CH:13][CH:12]=[CH:11][C:10]=2[O:17][CH3:18])=[O:5])[CH3:2], predict the reactants needed to synthesize it. The reactants are: [CH2:1]([O:3][C:4]([C:6]1[C:15](=O)[C:14]2[C:9](=[C:10]([O:17][CH3:18])[CH:11]=[CH:12][CH:13]=2)[NH:8][CH:7]=1)=[O:5])[CH3:2].P(Cl)(Cl)([Cl:21])=O. (7) Given the product [F:21][C:20]([F:23])([F:22])[C:16]1[N:15]=[C:14]([O:1][C:2]2[CH:3]=[C:4]3[C:9](=[CH:10][CH:11]=2)[C:8](=[O:12])[CH2:7][CH2:6][CH2:5]3)[CH:19]=[CH:18][CH:17]=1, predict the reactants needed to synthesize it. The reactants are: [OH:1][C:2]1[CH:3]=[C:4]2[C:9](=[CH:10][CH:11]=1)[C:8](=[O:12])[CH2:7][CH2:6][CH2:5]2.Cl[C:14]1[CH:19]=[CH:18][CH:17]=[C:16]([C:20]([F:23])([F:22])[F:21])[N:15]=1.C(=O)([O-])[O-].[K+].[K+].